Dataset: Full USPTO retrosynthesis dataset with 1.9M reactions from patents (1976-2016). Task: Predict the reactants needed to synthesize the given product. (1) Given the product [CH2:1]([N:8]1[C:12](=[O:13])[C:11](=[C:29]2[N:34]([CH3:33])[C:35]3[CH:37]=[CH:28][CH:27]=[CH:26][C:36]=3[N:30]2[CH3:31])[S:10][C:9]1=[N:14][C:15]1[CH:16]=[C:17]([CH:20]=[CH:21][C:22]=1[NH:23][CH2:24][CH3:25])[C:18]#[N:19])[C:2]1[CH:7]=[CH:6][CH:5]=[CH:4][CH:3]=1, predict the reactants needed to synthesize it. The reactants are: [CH2:1]([N:8]1[C:12](=[O:13])[CH2:11][S:10][C:9]1=[N:14][C:15]1[CH:16]=[C:17]([CH:20]=[CH:21][C:22]=1[NH:23][CH2:24][CH3:25])[C:18]#[N:19])[C:2]1[CH:7]=[CH:6][CH:5]=[CH:4][CH:3]=1.[CH2:26]1[CH2:36][CH2:35][N:34]2[C:29](=[N:30][CH2:31]C[CH2:33]2)[CH2:28][CH2:27]1.[CH3:37]N(C=O)C. (2) Given the product [C:1]([O:5][C:6](=[O:24])[NH:7][C:8]1[CH:13]=[C:12]([N:14]([CH2:17][CH3:18])[CH2:15][CH3:16])[C:11]([C:19]#[N:20])=[CH:10][C:9]=1[NH2:21])([CH3:3])([CH3:4])[CH3:2], predict the reactants needed to synthesize it. The reactants are: [C:1]([O:5][C:6](=[O:24])[NH:7][C:8]1[CH:13]=[C:12]([N:14]([CH2:17][CH3:18])[CH2:15][CH3:16])[C:11]([C:19]#[N:20])=[CH:10][C:9]=1[N+:21]([O-])=O)([CH3:4])([CH3:3])[CH3:2].O.O.Cl[Sn]Cl. (3) The reactants are: [CH3:1][O:2][C:3]1[CH:12]=[C:11]2[C:6]([C:7]([CH2:14][O:15][C:16]3[CH:21]=[CH:20][CH:19]=[CH:18][CH:17]=3)=[N:8][NH:9][C:10]2=O)=[CH:5][CH:4]=1.P(Cl)(Cl)([Cl:24])=O. Given the product [Cl:24][C:10]1[C:11]2[C:6](=[CH:5][CH:4]=[C:3]([O:2][CH3:1])[CH:12]=2)[C:7]([CH2:14][O:15][C:16]2[CH:21]=[CH:20][CH:19]=[CH:18][CH:17]=2)=[N:8][N:9]=1, predict the reactants needed to synthesize it. (4) Given the product [CH3:1][C:2]1[N:6]([CH2:11][CH2:12][O:13][CH:14]2[CH2:19][CH2:18][CH2:17][CH2:16][O:15]2)[N:5]=[C:4]([NH2:7])[CH:3]=1.[CH3:1][C:2]1[CH:3]=[C:4]([NH2:7])[N:5]([CH2:11][CH2:12][O:13][CH:14]2[CH2:19][CH2:18][CH2:17][CH2:16][O:15]2)[N:6]=1, predict the reactants needed to synthesize it. The reactants are: [CH3:1][C:2]1[NH:6][N:5]=[C:4]([NH2:7])[CH:3]=1.[H-].[Na+].Br[CH2:11][CH2:12][O:13][CH:14]1[CH2:19][CH2:18][CH2:17][CH2:16][O:15]1.[Cl-].[NH4+].